The task is: Regression/Classification. Given a drug SMILES string, predict its toxicity properties. Task type varies by dataset: regression for continuous values (e.g., LD50, hERG inhibition percentage) or binary classification for toxic/non-toxic outcomes (e.g., AMES mutagenicity, cardiotoxicity, hepatotoxicity). Dataset: ames.. This data is from Ames mutagenicity test results for genotoxicity prediction. (1) The molecule is CCC(=O)C(C)=O. The result is 0 (non-mutagenic). (2) The compound is O=[N+]([O-])c1cc2ccc3cccc4ccc(c1)c2c34. The result is 1 (mutagenic). (3) The compound is CN(c1c([N+](=O)[O-])cc([N+](=O)[O-])cc1[N+](=O)[O-])[N+](=O)[O-]. The result is 1 (mutagenic).